This data is from Forward reaction prediction with 1.9M reactions from USPTO patents (1976-2016). The task is: Predict the product of the given reaction. (1) Given the reactants [C:1]([O:5][C:6]([N:8]1[CH2:12][CH2:11][CH2:10][CH:9]1[C:13](=[O:26])[NH:14][C:15]1[CH:20]=[CH:19][C:18](Br)=[CH:17][C:16]=1[C:22]([F:25])([F:24])[F:23])=[O:7])([CH3:4])([CH3:3])[CH3:2].[CH3:27][S:28][C:29]1[CH:34]=[CH:33][CH:32]=[CH:31][C:30]=1B(O)O.C([O-])([O-])=O.[Na+].[Na+], predict the reaction product. The product is: [C:1]([O:5][C:6]([N:8]1[CH2:12][CH2:11][CH2:10][CH:9]1[C:13](=[O:26])[NH:14][C:15]1[CH:20]=[CH:19][C:18]([C:30]2[CH:31]=[CH:32][CH:33]=[CH:34][C:29]=2[S:28][CH3:27])=[CH:17][C:16]=1[C:22]([F:25])([F:24])[F:23])=[O:7])([CH3:4])([CH3:3])[CH3:2]. (2) The product is: [Cl:5][C:6]1[C:7]([O:15][CH3:16])=[C:8]([N+:1]([O-:4])=[O:2])[C:9]([F:14])=[C:10]([CH:13]=1)[CH:11]=[O:12]. Given the reactants [N+:1]([O-:4])(O)=[O:2].[Cl:5][C:6]1[C:7]([O:15][CH3:16])=[CH:8][C:9]([F:14])=[C:10]([CH:13]=1)[CH:11]=[O:12], predict the reaction product. (3) Given the reactants [CH3:1][C:2]1[CH:8]=[CH:7][CH:6]=[C:5]([N+:9]([O-:11])=[O:10])[C:3]=1[NH2:4].[C:12]([CH2:14][C:15](O)=[O:16])#[N:13].P(Cl)(Cl)(Cl)(Cl)Cl, predict the reaction product. The product is: [C:12]([CH2:14][C:15]([NH:4][C:3]1[C:5]([N+:9]([O-:11])=[O:10])=[CH:6][CH:7]=[CH:8][C:2]=1[CH3:1])=[O:16])#[N:13]. (4) Given the reactants [NH:1]1[C:9]2[C:4](=[CH:5][C:6]([O:10][C@H:11]3[CH2:15][CH2:14][N:13]([CH:16]4[CH2:21][CH2:20][N:19](C(OC(C)(C)C)=O)[CH2:18][CH2:17]4)[C:12]3=[O:29])=[CH:7][CH:8]=2)[CH:3]=[N:2]1.Cl.O1CCOCC1.CO, predict the reaction product. The product is: [NH:1]1[C:9]2[C:4](=[CH:5][C:6]([O:10][C@H:11]3[CH2:15][CH2:14][N:13]([CH:16]4[CH2:17][CH2:18][NH:19][CH2:20][CH2:21]4)[C:12]3=[O:29])=[CH:7][CH:8]=2)[CH:3]=[N:2]1. (5) Given the reactants [I:1]I.C(Cl)(Cl)Cl.[F:7][C:8]1[CH:9]=[C:10]([OH:18])[CH:11]=[CH:12][C:13]=1[C:14]([F:17])([F:16])[F:15], predict the reaction product. The product is: [F:7][C:8]1[C:13]([C:14]([F:16])([F:17])[F:15])=[CH:12][C:11]([I:1])=[C:10]([OH:18])[CH:9]=1. (6) The product is: [F:45][C:46]([F:59])([F:58])[S:47]([O:26][C:22]1[CH:23]=[CH:24][CH:25]=[C:20]([S:17]([C:14]2[CH:15]=[CH:16][C:11]([CH2:10][CH2:9][N:8]([CH2:1][C:2]3[CH:3]=[CH:4][CH:5]=[CH:6][CH:7]=3)[CH2:27][C@@H:28]([C:30]3[CH:35]=[CH:34][CH:33]=[C:32]([Cl:36])[CH:31]=3)[OH:29])=[CH:12][CH:13]=2)(=[O:18])=[O:19])[CH:21]=1)(=[O:49])=[O:48]. Given the reactants [CH2:1]([N:8]([CH2:27][C@@H:28]([C:30]1[CH:35]=[CH:34][CH:33]=[C:32]([Cl:36])[CH:31]=1)[OH:29])[CH2:9][CH2:10][C:11]1[CH:16]=[CH:15][C:14]([S:17]([C:20]2[CH:21]=[C:22]([OH:26])[CH:23]=[CH:24][CH:25]=2)(=[O:19])=[O:18])=[CH:13][CH:12]=1)[C:2]1[CH:7]=[CH:6][CH:5]=[CH:4][CH:3]=1.N1C(C)=CC=CC=1C.[F:45][C:46]([F:59])([F:58])[S:47](O[S:47]([C:46]([F:59])([F:58])[F:45])(=[O:49])=[O:48])(=[O:49])=[O:48].Cl, predict the reaction product. (7) Given the reactants [NH2:1][C:2]1[N:7]=[C:6]([NH:8][CH2:9][C:10]([NH:12][C:13]2[CH:18]=[CH:17][CH:16]=[C:15]([C:19]([F:22])([F:21])[F:20])[CH:14]=2)=[O:11])[C:5]([CH:23]=O)=[C:4]([S:25][CH3:26])[N:3]=1.O.[NH2:28][NH2:29], predict the reaction product. The product is: [NH2:1][C:2]1[N:7]=[C:6]([NH:8][CH2:9][C:10]([NH:12][C:13]2[CH:18]=[CH:17][CH:16]=[C:15]([C:19]([F:22])([F:21])[F:20])[CH:14]=2)=[O:11])[C:5]([CH:23]=[N:28][NH2:29])=[C:4]([S:25][CH3:26])[N:3]=1. (8) Given the reactants [OH:1][CH2:2][C@@H:3]1[CH2:8][C@H:7]([N:9]([C:14]([C:16]2[N:20]([CH2:21][CH2:22][CH2:23][CH2:24][O:25][CH3:26])[C:19]3[CH:27]=[CH:28][CH:29]=[CH:30][C:18]=3[N:17]=2)=[O:15])[CH2:10][CH:11]([CH3:13])[CH3:12])[CH2:6][N:5](C(OC(C)(C)C)=O)[CH2:4]1.[C:38](OCC)(=[O:40])[CH3:39].[ClH:44], predict the reaction product. The product is: [ClH:44].[ClH:44].[C:38]([O:1][CH2:2][C@@H:3]1[CH2:8][C@H:7]([N:9]([C:14]([C:16]2[N:20]([CH2:21][CH2:22][CH2:23][CH2:24][O:25][CH3:26])[C:19]3[CH:27]=[CH:28][CH:29]=[CH:30][C:18]=3[N:17]=2)=[O:15])[CH2:10][CH:11]([CH3:12])[CH3:13])[CH2:6][NH:5][CH2:4]1)(=[O:40])[CH3:39].